Predict which catalyst facilitates the given reaction. From a dataset of Catalyst prediction with 721,799 reactions and 888 catalyst types from USPTO. (1) Reactant: Br[C:2]1[C:3](C2C=CC=CC=2)=[N:4][NH:5][CH:6]=1.C1C=C[C:16](/[CH:19]=[CH:20]/[C:21](/[CH:23]=[CH:24]/[C:25]2[CH:30]=[CH:29][CH:28]=[CH:27][CH:26]=2)=O)=[CH:17][CH:18]=1.C1C=C[C:34](/[CH:37]=[CH:38]/[C:39](/[CH:41]=[CH:42]/[C:43]2[CH:48]=[CH:47][CH:46]=[CH:45][CH:44]=2)=[O:40])=CC=1.C1C=CC(/C=C/C(/C=C/C2C=CC=CC=2)=O)=CC=1.[Pd:67].[Pd].Cl.C1C=CC(P(C2C=CC=CC=2)C2C=CC=CC=2)=CC=1. Product: [CH2:2]([C:3]1[N:4]([C:48]2[CH:47]=[CH:46][CH:45]=[CH:44][C:43]=2[C:42]2[CH:34]=[CH:37][CH:38]=[C:39]([OH:40])[CH:41]=2)[N:5]=[C:24]([C:25]2[CH:26]=[CH:27][CH:28]=[CH:29][CH:30]=2)[C:23]=1[C:21]1[CH:18]=[CH:17][CH:16]=[CH:19][CH:20]=1)[CH3:6].[Pd:67]. The catalyst class is: 1. (2) Reactant: [CH3:1][O:2][C:3]1[CH:10]=[CH:9][C:6]([CH2:7][NH2:8])=[CH:5][CH:4]=1.[Br:11][CH2:12][C:13](Br)=[O:14].C(N(CC)CC)C.O. Product: [Br:11][CH2:12][C:13]([NH:8][CH2:7][C:6]1[CH:9]=[CH:10][C:3]([O:2][CH3:1])=[CH:4][CH:5]=1)=[O:14]. The catalyst class is: 2. (3) Reactant: [C:1]([C:4]1[C:12]2[C:11]([CH3:13])=[C:10]([C:14]([NH:16][C:17]3[CH:26]=[C:25]([C:27]([OH:30])([CH3:29])[CH3:28])[C:24]4[C:19](=[CH:20][CH:21]=[CH:22][CH:23]=4)[N:18]=3)=[O:15])[S:9][C:8]=2[C:7]([C:31](=[O:33])[CH3:32])=[CH:6][CH:5]=1)(=[O:3])[CH3:2].[CH3:34][S:35]([OH:38])(=[O:37])=[O:36]. Product: [CH3:34][S:35]([OH:38])(=[O:37])=[O:36].[C:1]([C:4]1[C:12]2[C:11]([CH3:13])=[C:10]([C:14]([NH:16][C:17]3[CH:26]=[C:25]([C:27]([OH:30])([CH3:29])[CH3:28])[C:24]4[C:19](=[CH:20][CH:21]=[CH:22][CH:23]=4)[N:18]=3)=[O:15])[S:9][C:8]=2[C:7]([C:31](=[O:33])[CH3:32])=[CH:6][CH:5]=1)(=[O:3])[CH3:2]. The catalyst class is: 41. (4) Reactant: [NH2:1][CH2:2][C:3]1[CH:4]=[C:5]2[C:10](=[CH:11][CH:12]=1)[C:9](=[O:13])[N:8]([CH2:14][CH:15]([CH3:17])[CH3:16])[C:7]([CH2:18][NH:19][C:20](=[O:26])[O:21][C:22]([CH3:25])([CH3:24])[CH3:23])=[C:6]2[C:27]1[CH:32]=[CH:31][CH:30]=[CH:29][CH:28]=1.[CH3:33][S:34](Cl)(=[O:36])=[O:35].C(N(CC)CC)C. Product: [CH2:14]([N:8]1[C:7]([CH2:18][NH:19][C:20](=[O:26])[O:21][C:22]([CH3:25])([CH3:23])[CH3:24])=[C:6]([C:27]2[CH:28]=[CH:29][CH:30]=[CH:31][CH:32]=2)[C:5]2[C:10](=[CH:11][CH:12]=[C:3]([CH2:2][NH:1][S:34]([CH3:33])(=[O:36])=[O:35])[CH:4]=2)[C:9]1=[O:13])[CH:15]([CH3:17])[CH3:16]. The catalyst class is: 7. (5) Reactant: [CH3:1][O:2][C:3](=[O:14])[C:4]1[CH:9]=[CH:8][C:7]([OH:10])=[C:6]([N+:11]([O-:13])=[O:12])[CH:5]=1.C([O-])([O-])=O.[K+].[K+].[CH2:21](Br)[C:22]1[CH:27]=[CH:26][CH:25]=[CH:24][CH:23]=1. Product: [CH3:1][O:2][C:3](=[O:14])[C:4]1[CH:9]=[CH:8][C:7]([O:10][CH2:21][C:22]2[CH:27]=[CH:26][CH:25]=[CH:24][CH:23]=2)=[C:6]([N+:11]([O-:13])=[O:12])[CH:5]=1. The catalyst class is: 21. (6) Reactant: [CH3:1][O:2][C:3]1[CH:4]=[C:5]([CH:26]=[CH:27][C:28]=1[O:29][CH2:30][C:31]1[N:32]=[C:33]([C:37]2[CH:42]=[CH:41][CH:40]=[CH:39][CH:38]=2)[O:34][C:35]=1[CH3:36])[CH2:6][O:7][C:8]1[CH:12]=[C:11]([CH2:13][CH2:14][C:15]([O:17]CC)=[O:16])[N:10]([C:20]2[CH:25]=[CH:24][CH:23]=[CH:22][CH:21]=2)[N:9]=1.[OH-].[Na+].O1CCCC1.Cl. Product: [CH3:1][O:2][C:3]1[CH:4]=[C:5]([CH:26]=[CH:27][C:28]=1[O:29][CH2:30][C:31]1[N:32]=[C:33]([C:37]2[CH:42]=[CH:41][CH:40]=[CH:39][CH:38]=2)[O:34][C:35]=1[CH3:36])[CH2:6][O:7][C:8]1[CH:12]=[C:11]([CH2:13][CH2:14][C:15]([OH:17])=[O:16])[N:10]([C:20]2[CH:21]=[CH:22][CH:23]=[CH:24][CH:25]=2)[N:9]=1. The catalyst class is: 8. (7) Reactant: Cl.[NH2:2][C@@H:3]([CH2:7][C:8]1[CH:13]=[CH:12][CH:11]=[CH:10][CH:9]=1)[C:4]([NH2:6])=[O:5].C(N(C(C)C)CC)(C)C.[C:23]([CH:27]1[CH2:36][CH2:35][C:34]2[N:33]=[C:32]3[S:37][C:38]([C:40](Cl)=[O:41])=[CH:39][C:31]3=[CH:30][C:29]=2[CH2:28]1)([CH3:26])([CH3:25])[CH3:24].Cl. Product: [C:4]([C@@H:3]([NH:2][C:40]([C:38]1[S:37][C:32]2=[N:33][C:34]3[CH2:35][CH2:36][CH:27]([C:23]([CH3:25])([CH3:24])[CH3:26])[CH2:28][C:29]=3[CH:30]=[C:31]2[CH:39]=1)=[O:41])[CH2:7][C:8]1[CH:13]=[CH:12][CH:11]=[CH:10][CH:9]=1)(=[O:5])[NH2:6]. The catalyst class is: 18. (8) Reactant: [CH:1]([OH:5])([CH2:3][CH3:4])[CH3:2].[NH2:6][CH:7]([C:12]1[CH:17]=[CH:16][CH:15]=[C:14]([F:18])[CH:13]=1)[CH2:8][C:9](O)=[O:10].S(=O)(=O)(O)O.[OH-].[Na+]. Product: [NH2:6][CH:7]([C:12]1[CH:17]=[CH:16][CH:15]=[C:14]([F:18])[CH:13]=1)[CH2:8][C:9]([O:5][CH:1]([CH2:3][CH3:4])[CH3:2])=[O:10]. The catalyst class is: 6. (9) Reactant: [CH3:1][C:2]1[N:7]([CH2:8][C:9]2[S:13][C:12]([C:14]([F:17])([F:16])[F:15])=[N:11][CH:10]=2)[C:6](=[O:18])[N:5]=[C:4](SC)[N:3]=1.Cl.[F:22][C:23]1[CH:28]=[CH:27][C:26]([C:29]2[CH2:30][CH2:31][NH:32][CH2:33][CH:34]=2)=[CH:25][CH:24]=1.C(N(CC)C(C)C)(C)C. Product: [F:22][C:23]1[CH:28]=[CH:27][C:26]([C:29]2[CH2:34][CH2:33][N:32]([C:4]3[N:3]=[C:2]([CH3:1])[N:7]([CH2:8][C:9]4[S:13][C:12]([C:14]([F:17])([F:16])[F:15])=[N:11][CH:10]=4)[C:6](=[O:18])[N:5]=3)[CH2:31][CH:30]=2)=[CH:25][CH:24]=1. The catalyst class is: 12. (10) Reactant: [C:1]([C:5]1[CH:10]=[CH:9][CH:8]=[CH:7][C:6]=1[N:11]1[CH2:16][CH2:15][N:14]([C:17]([NH:19][C:20]2[CH:31]=[CH:30][C:23]([O:24][CH2:25][C:26]([O:28]C)=[O:27])=[CH:22][CH:21]=2)=[O:18])[CH2:13][CH2:12]1)([CH3:4])([CH3:3])[CH3:2].[OH-].[Li+].Cl. Product: [C:1]([C:5]1[CH:10]=[CH:9][CH:8]=[CH:7][C:6]=1[N:11]1[CH2:12][CH2:13][N:14]([C:17]([NH:19][C:20]2[CH:21]=[CH:22][C:23]([O:24][CH2:25][C:26]([OH:28])=[O:27])=[CH:30][CH:31]=2)=[O:18])[CH2:15][CH2:16]1)([CH3:4])([CH3:2])[CH3:3]. The catalyst class is: 1.